From a dataset of Full USPTO retrosynthesis dataset with 1.9M reactions from patents (1976-2016). Predict the reactants needed to synthesize the given product. (1) Given the product [CH2:1]([N:3]1[C:11]2[CH:10]=[CH:9][CH:8]=[CH:7][C:6]=2[C:5]2[N:12]=[C:13]([CH:16]=[O:17])[CH:14]=[CH:15][C:4]1=2)[CH3:2], predict the reactants needed to synthesize it. The reactants are: [CH2:1]([N:3]1[C:11]2[CH:10]=[CH:9][CH:8]=[CH:7][C:6]=2[C:5]2[N:12]=[C:13]([CH2:16][OH:17])[CH:14]=[CH:15][C:4]1=2)[CH3:2].[Cr](Cl)([O-])(=O)=O.[NH+]1C=CC=CC=1. (2) The reactants are: C(O[BH-](OC(=O)C)OC(=O)C)(=O)C.[Na+].[CH3:15][C:16]([NH:28][C:29]1[C:30](=[O:51])[N:31]([C:40]2[CH:45]=[CH:44][C:43]([O:46][C:47]([F:50])([F:49])[F:48])=[CH:42][CH:41]=2)[C@@H:32]([C:34]2[CH:39]=[CH:38][CH:37]=[CH:36][CH:35]=2)[CH:33]=1)([C:18]1[CH:23]=[CH:22][CH:21]=[C:20]([C:24]([F:27])([F:26])[F:25])[N:19]=1)[CH3:17].FC(F)(F)C(O)=O.O. Given the product [CH3:17][C:16]([NH:28][C@@H:29]1[CH2:33][C@H:32]([C:34]2[CH:39]=[CH:38][CH:37]=[CH:36][CH:35]=2)[N:31]([C:40]2[CH:41]=[CH:42][C:43]([O:46][C:47]([F:48])([F:50])[F:49])=[CH:44][CH:45]=2)[C:30]1=[O:51])([C:18]1[CH:23]=[CH:22][CH:21]=[C:20]([C:24]([F:27])([F:26])[F:25])[N:19]=1)[CH3:15], predict the reactants needed to synthesize it. (3) The reactants are: S(C)C.[CH3:4][C:5]1[N:6]=[C:7]([NH:10][C:11]2[N:16]=[CH:15][C:14]([S:17][CH:18]([C:32]3[CH:37]=[CH:36][CH:35]=[CH:34][N:33]=3)[CH:19]3[CH2:24][CH2:23][N:22](C(OC(C)(C)C)=O)[CH2:21][CH2:20]3)=[CH:13][C:12]=2[O:38][C:39]2[CH:44]=[CH:43][CH:42]=[CH:41][CH:40]=2)[S:8][CH:9]=1.[F:45][C:46]([F:51])([F:50])[C:47]([OH:49])=[O:48]. Given the product [F:45][C:46]([F:51])([F:50])[C:47]([OH:49])=[O:48].[F:45][C:46]([F:51])([F:50])[C:47]([OH:49])=[O:48].[F:45][C:46]([F:51])([F:50])[C:47]([OH:49])=[O:48].[CH3:4][C:5]1[N:6]=[C:7]([NH:10][C:11]2[C:12]([O:38][C:39]3[CH:44]=[CH:43][CH:42]=[CH:41][CH:40]=3)=[CH:13][C:14]([S:17][CH:18]([CH:19]3[CH2:24][CH2:23][NH:22][CH2:21][CH2:20]3)[C:32]3[CH:37]=[CH:36][CH:35]=[CH:34][N:33]=3)=[CH:15][N:16]=2)[S:8][CH:9]=1, predict the reactants needed to synthesize it. (4) Given the product [Br:1][C:2]1[N:7]=[CH:6][C:5]([CH2:8][N:9]([CH2:10][CH2:11][O:12][CH3:13])[C:14](=[O:15])[O:16][C:17]([CH3:20])([CH3:19])[CH3:18])=[CH:4][CH:3]=1, predict the reactants needed to synthesize it. The reactants are: [Br:1][C:2]1[N:7]=[CH:6][C:5]([CH2:8][NH:9][CH2:10][CH2:11][O:12][CH3:13])=[CH:4][CH:3]=1.[C:14](O[C:14]([O:16][C:17]([CH3:20])([CH3:19])[CH3:18])=[O:15])([O:16][C:17]([CH3:20])([CH3:19])[CH3:18])=[O:15]. (5) Given the product [Cl:25][C:9]1[CH:10]=[CH:11][C:12]([C:14]2[N:18]=[C:17]([C:19]3[S:20][CH:21]=[CH:22][C:23]=3[Cl:24])[O:16][N:15]=2)=[CH:13][C:8]=1[N:6]([CH2:5][C:4]([OH:26])=[O:3])[CH3:7], predict the reactants needed to synthesize it. The reactants are: C([O:3][C:4](=[O:26])[CH2:5][N:6]([C:8]1[CH:13]=[C:12]([C:14]2[N:18]=[C:17]([C:19]3[S:20][CH:21]=[CH:22][C:23]=3[Cl:24])[O:16][N:15]=2)[CH:11]=[CH:10][C:9]=1[Cl:25])[CH3:7])C.[OH-].[Na+].Cl. (6) Given the product [C:23]([C:27]1[CH:31]=[C:30]([NH:32][C:16](=[O:18])[CH2:15][C:12]2[CH:11]=[CH:10][C:9]([O:8][CH2:1][C:2]3[CH:3]=[CH:4][CH:5]=[CH:6][CH:7]=3)=[CH:14][CH:13]=2)[O:29][N:28]=1)([CH3:26])([CH3:25])[CH3:24], predict the reactants needed to synthesize it. The reactants are: [CH2:1]([O:8][C:9]1[CH:14]=[CH:13][C:12]([CH2:15][C:16]([OH:18])=O)=[CH:11][CH:10]=1)[C:2]1[CH:7]=[CH:6][CH:5]=[CH:4][CH:3]=1.S(Cl)(Cl)=O.[C:23]([C:27]1[CH:31]=[C:30]([NH2:32])[O:29][N:28]=1)([CH3:26])([CH3:25])[CH3:24].CCN(C(C)C)C(C)C.